Dataset: Reaction yield outcomes from USPTO patents with 853,638 reactions. Task: Predict the reaction yield, written as a fraction of the theoretical maximum amount of product (1.0 means a 100% yield; for example, 0.34 means a 34% yield). (1) The reactants are [CH3:1][C:2]1[NH:6][C:5]2[C:7]([C:17]([O:19][CH3:20])=[O:18])=[CH:8][C:9]([N:11]3[CH2:16][CH2:15][O:14][CH2:13][CH2:12]3)=[CH:10][C:4]=2[N:3]=1.Br[CH2:22][C:23]1[CH:28]=[CH:27][CH:26]=[C:25]([C:29]([F:32])([F:31])[F:30])[C:24]=1[CH3:33].C([O-])([O-])=O.[K+].[K+].O. The catalyst is CN(C=O)C.CO. The product is [CH3:1][C:2]1[N:3]([CH2:22][C:23]2[CH:28]=[CH:27][CH:26]=[C:25]([C:29]([F:30])([F:31])[F:32])[C:24]=2[CH3:33])[C:4]2[CH:10]=[C:9]([N:11]3[CH2:12][CH2:13][O:14][CH2:15][CH2:16]3)[CH:8]=[C:7]([C:17]([O:19][CH3:20])=[O:18])[C:5]=2[N:6]=1. The yield is 0.290. (2) The reactants are [Li+].[OH-].[CH:3]1([C@H:8]([NH:13][C:14]([C:16]2[C:25]([NH:26][C:27]([NH:29][C:30]3[C:35]([CH3:36])=[CH:34][C:33]([CH3:37])=[CH:32][C:31]=3[CH3:38])=[O:28])=[CH:24][C:23]3[C:18](=[CH:19][CH:20]=[CH:21][CH:22]=3)[CH:17]=2)=[O:15])[C:9]([O:11]C)=[O:10])[CH2:7][CH2:6][CH2:5][CH2:4]1.Cl.C(OCC)(=O)C. The catalyst is O.CO.C1COCC1. The product is [CH:3]1([C@H:8]([NH:13][C:14]([C:16]2[C:25]([NH:26][C:27]([NH:29][C:30]3[C:35]([CH3:36])=[CH:34][C:33]([CH3:37])=[CH:32][C:31]=3[CH3:38])=[O:28])=[CH:24][C:23]3[C:18](=[CH:19][CH:20]=[CH:21][CH:22]=3)[CH:17]=2)=[O:15])[C:9]([OH:11])=[O:10])[CH2:7][CH2:6][CH2:5][CH2:4]1. The yield is 0.180.